This data is from CYP1A2 inhibition data for predicting drug metabolism from PubChem BioAssay. The task is: Regression/Classification. Given a drug SMILES string, predict its absorption, distribution, metabolism, or excretion properties. Task type varies by dataset: regression for continuous measurements (e.g., permeability, clearance, half-life) or binary classification for categorical outcomes (e.g., BBB penetration, CYP inhibition). Dataset: cyp1a2_veith. The drug is COc1ccc(-n2c(=O)c(-c3cccs3)nc3cnc(Nc4cccc(OC)c4)nc32)cc1. The result is 0 (non-inhibitor).